From a dataset of Reaction yield outcomes from USPTO patents with 853,638 reactions. Predict the reaction yield, written as a fraction of the theoretical maximum amount of product (1.0 means a 100% yield; for example, 0.34 means a 34% yield). (1) The reactants are [Br:1][C:2]1[CH:3]=[C:4]([OH:11])[CH:5]=[C:6]([N+:8]([O-:10])=[O:9])[CH:7]=1.C([O-])([O-])=O.[K+].[K+].[CH2:18](Br)[C:19]1[CH:24]=[CH:23][CH:22]=[CH:21][CH:20]=1. The catalyst is CC(C)=O.O. The product is [CH2:18]([O:11][C:4]1[CH:5]=[C:6]([N+:8]([O-:10])=[O:9])[CH:7]=[C:2]([Br:1])[CH:3]=1)[C:19]1[CH:24]=[CH:23][CH:22]=[CH:21][CH:20]=1. The yield is 0.910. (2) No catalyst specified. The yield is 0.730. The product is [NH2:20][C:19]1[S:5][C:6]2[CH2:1][CH2:4][CH2:8][C:7]=2[C:18]=1[C:16]([C:14]1[S:15][C:11]([Br:10])=[CH:12][CH:13]=1)=[O:17]. The reactants are [C:1]([C:4]1[S:5][C:6](Br)=[CH:7][CH:8]=1)(=O)C.[Br:10][C:11]1[S:15][C:14]([C:16]([CH2:18][C:19]#[N:20])=[O:17])=[CH:13][CH:12]=1.C1(=O)CCCC1.N1CCOCC1.[S]. (3) The reactants are [CH3:1][S:2][C:3]1[CH:4]=[C:5]2[CH2:11][CH2:10][NH:9][C:6]2=[N:7][CH:8]=1.[Cl:12][C:13]1[CH:18]=[C:17](Cl)[N:16]=[CH:15][N:14]=1.C[Si]([N-][Si](C)(C)C)(C)C.[Na+]. The catalyst is O1CCOCC1.O1CCCC1. The product is [Cl:12][C:13]1[N:14]=[CH:15][N:16]=[C:17]([N:9]2[C:6]3=[N:7][CH:8]=[C:3]([S:2][CH3:1])[CH:4]=[C:5]3[CH2:11][CH2:10]2)[CH:18]=1. The yield is 0.610. (4) The reactants are [N:1]([C:4]1[C:9]([Cl:10])=[CH:8][CH:7]=[CH:6][C:5]=1[Cl:11])=[N+:2]=[N-:3].[CH2:12]([O:14][C:15](=[O:22])[C:16]#[C:17][C:18]([F:21])([F:20])[F:19])[CH3:13]. The catalyst is C1(C)C=CC=CC=1. The product is [CH2:12]([O:14][C:15]([C:16]1[N:1]([C:4]2[C:5]([Cl:11])=[CH:6][CH:7]=[CH:8][C:9]=2[Cl:10])[N:2]=[N:3][C:17]=1[C:18]([F:19])([F:20])[F:21])=[O:22])[CH3:13]. The yield is 0.590. (5) The reactants are [CH:1]1([C@@H:7]([NH:9][C:10]([C:12]2[C:21]3[C:16](=[CH:17][CH:18]=[CH:19][CH:20]=3)[N:15]=[C:14]([C:22]3[CH:27]=[CH:26][CH:25]=[CH:24][CH:23]=3)[C:13]=2[CH2:28][N:29]2[CH2:34][CH2:33][NH:32][CH2:31][CH2:30]2)=[O:11])[CH3:8])[CH2:6][CH2:5][CH2:4][CH2:3][CH2:2]1.[CH3:35][N:36]=[C:37]=[S:38]. The catalyst is C(Cl)Cl. The product is [CH:1]1([C@@H:7]([NH:9][C:10]([C:12]2[C:21]3[C:16](=[CH:17][CH:18]=[CH:19][CH:20]=3)[N:15]=[C:14]([C:22]3[CH:23]=[CH:24][CH:25]=[CH:26][CH:27]=3)[C:13]=2[CH2:28][N:29]2[CH2:34][CH2:33][N:32]([C:37](=[S:38])[NH:36][CH3:35])[CH2:31][CH2:30]2)=[O:11])[CH3:8])[CH2:6][CH2:5][CH2:4][CH2:3][CH2:2]1. The yield is 0.920. (6) The reactants are [C:1]([CH2:3][C:4]1[CH:5]=[C:6]([CH:9]=[C:10]([CH3:12])[CH:11]=1)[C:7]#N)#[N:2].Cl[C:14]1[C:19]([CH:20]2[CH2:22][CH2:21]2)=[C:18]([O:23][CH3:24])[N:17]=[C:16]([O:25][CH3:26])[N:15]=1.[H-].[Na+].C(OCC)(=O)C. The catalyst is CN(C=O)C. The product is [CH:20]1([C:19]2[C:14]([CH:3]([C:4]3[CH:11]=[C:10]([CH3:12])[CH:9]=[C:6]([CH3:7])[CH:5]=3)[C:1]#[N:2])=[N:15][C:16]([O:25][CH3:26])=[N:17][C:18]=2[O:23][CH3:24])[CH2:22][CH2:21]1. The yield is 0.330. (7) The reactants are [NH2:1][C:2]1[C:10]2[C:5](=[CH:6][CH:7]=[C:8]([C:11]3[CH:16]=[C:15]([C:17]4[CH:22]=[CH:21][CH:20]=[CH:19][C:18]=4[O:23][CH2:24][CH:25]([CH3:27])[CH3:26])[NH:14][C:13](=[O:28])[N:12]=3)[CH:9]=2)[NH:4][N:3]=1.[CH:29](=O)[C:30]1[CH:35]=[CH:34][CH:33]=[C:32]([O:36][CH3:37])[CH:31]=1.C([BH3-])#N.[Na+]. The catalyst is C(O)(=O)C.CN(C)C=O. The product is [CH3:37][O:36][C:32]1[CH:31]=[C:30]([CH2:29][NH:1][C:2]2[C:10]3[C:5](=[CH:6][CH:7]=[C:8]([C:11]4[CH:16]=[C:15]([C:17]5[CH:22]=[CH:21][CH:20]=[CH:19][C:18]=5[O:23][CH2:24][CH:25]([CH3:26])[CH3:27])[NH:14][C:13](=[O:28])[N:12]=4)[CH:9]=3)[NH:4][N:3]=2)[CH:35]=[CH:34][CH:33]=1. The yield is 0.980.